This data is from Peptide-MHC class II binding affinity with 134,281 pairs from IEDB. The task is: Regression. Given a peptide amino acid sequence and an MHC pseudo amino acid sequence, predict their binding affinity value. This is MHC class II binding data. (1) The peptide sequence is YQGVQQKWDATATEL. The MHC is HLA-DPA10301-DPB10402 with pseudo-sequence HLA-DPA10301-DPB10402. The binding affinity (normalized) is 0. (2) The MHC is DRB1_0701 with pseudo-sequence DRB1_0701. The binding affinity (normalized) is 0.376. The peptide sequence is TLWQRPVVTIKIGGQLKEAL. (3) The peptide sequence is TVVNMIRQRQSSSSG. The MHC is H-2-IAd with pseudo-sequence H-2-IAd. The binding affinity (normalized) is 0.443. (4) The peptide sequence is EKKYFAATQFETLAA. The MHC is HLA-DQA10501-DQB10301 with pseudo-sequence HLA-DQA10501-DQB10301. The binding affinity (normalized) is 0.454. (5) The peptide sequence is YDKFLANVSQVLTGK. The MHC is DRB1_1101 with pseudo-sequence DRB1_1101. The binding affinity (normalized) is 0.506.